From a dataset of Peptide-MHC class I binding affinity with 185,985 pairs from IEDB/IMGT. Regression. Given a peptide amino acid sequence and an MHC pseudo amino acid sequence, predict their binding affinity value. This is MHC class I binding data. (1) The peptide sequence is MSAIVSCRY. The MHC is HLA-B40:01 with pseudo-sequence HLA-B40:01. The binding affinity (normalized) is 0.0847. (2) The peptide sequence is YEENKIIL. The MHC is Mamu-B01 with pseudo-sequence Mamu-B01. The binding affinity (normalized) is 0. (3) The peptide sequence is FSYNVAYAI. The MHC is HLA-C05:01 with pseudo-sequence HLA-C05:01. The binding affinity (normalized) is 0.213. (4) The peptide sequence is IMRMCHEGI. The MHC is H-2-Kb with pseudo-sequence H-2-Kb. The binding affinity (normalized) is 0.724. (5) The peptide sequence is SHDVLTVQF. The MHC is HLA-B48:01 with pseudo-sequence HLA-B48:01. The binding affinity (normalized) is 0.0847. (6) The peptide sequence is VTPSGTWLTY. The MHC is HLA-A26:01 with pseudo-sequence HLA-A26:01. The binding affinity (normalized) is 0.448.